Dataset: Reaction yield outcomes from USPTO patents with 853,638 reactions. Task: Predict the reaction yield, written as a fraction of the theoretical maximum amount of product (1.0 means a 100% yield; for example, 0.34 means a 34% yield). (1) The reactants are N(C(OCC)=O)=NC(OCC)=O.[C:13]1([CH:19]2[O:24][CH2:23][CH:22]([OH:25])[CH2:21][O:20]2)[CH:18]=[CH:17][CH:16]=[CH:15][CH:14]=1.C1(P(C2C=CC=CC=2)C2C=CC=CC=2)C=CC=CC=1.O[N:46]1[C:50](=[O:51])[C:49]2=[CH:52][CH:53]=[CH:54][CH:55]=[C:48]2[C:47]1=[O:56]. The catalyst is C1COCC1. The product is [C:13]1([CH:19]2[O:24][CH2:23][CH:22]([O:25][N:46]3[C:50](=[O:51])[C:49]4[C:48](=[CH:55][CH:54]=[CH:53][CH:52]=4)[C:47]3=[O:56])[CH2:21][O:20]2)[CH:14]=[CH:15][CH:16]=[CH:17][CH:18]=1. The yield is 0.370. (2) The reactants are [Si:1]([O:8][CH2:9][C@H:10]1[CH2:14][CH2:13][C@H:12]([OH:15])[CH2:11]1)([C:4]([CH3:7])([CH3:6])[CH3:5])([CH3:3])[CH3:2].[H-].[Na+].Cl[C:19]1[N:27]=[CH:26][N:25]=[C:24]2[C:20]=1[N:21]=[C:22]([C:34]1[C:43]3[C:38](=[CH:39][CH:40]=[CH:41][CH:42]=3)[CH:37]=[CH:36][CH:35]=1)[N:23]2[CH:28]1[CH2:33][CH2:32][CH2:31][CH2:30][O:29]1. The catalyst is CN(C=O)C. The product is [Si:1]([O:8][CH2:9][C@H:10]1[CH2:14][CH2:13][C@H:12]([O:15][C:19]2[N:27]=[CH:26][N:25]=[C:24]3[C:20]=2[N:21]=[C:22]([C:34]2[C:43]4[C:38](=[CH:39][CH:40]=[CH:41][CH:42]=4)[CH:37]=[CH:36][CH:35]=2)[N:23]3[CH:28]2[CH2:33][CH2:32][CH2:31][CH2:30][O:29]2)[CH2:11]1)([C:4]([CH3:7])([CH3:6])[CH3:5])([CH3:3])[CH3:2]. The yield is 0.700. (3) The reactants are [C:1]([O:5][C:6]([N:8]1[CH2:13][CH2:12][N:11]([C:14]2[CH:22]=[CH:21][CH:20]=[C:19]3[C:15]=2[CH:16]=[N:17][NH:18]3)[CH2:10][CH2:9]1)=[O:7])([CH3:4])([CH3:3])[CH3:2].[OH-].[K+].[I:25]I. The catalyst is CN(C)C=O.C(OCC)(=O)C. The product is [C:1]([O:5][C:6]([N:8]1[CH2:9][CH2:10][N:11]([C:14]2[CH:22]=[CH:21][CH:20]=[C:19]3[C:15]=2[C:16]([I:25])=[N:17][NH:18]3)[CH2:12][CH2:13]1)=[O:7])([CH3:4])([CH3:2])[CH3:3]. The yield is 0.350. (4) The reactants are [C:1](#[N:4])[CH:2]=[CH2:3].[CH3:5][C:6]([C:8]([CH3:10])=[CH2:9])=[CH2:7]. The catalyst is C1(C)C=CC=CC=1. The product is [CH3:7][C:6]1[CH2:5][CH:2]([C:1]#[N:4])[CH2:3][CH2:9][C:8]=1[CH3:10]. The yield is 0.870. (5) The yield is 0.700. The reactants are OC(C(F)(F)F)=O.[CH:8]([N:11]1[C:15]([C:16]2[S:17][C:18]3[CH2:19][CH2:20][O:21][C:22]4[CH:29]=[C:28]([CH:30]5[CH2:35][CH2:34][NH:33][CH2:32][CH2:31]5)[CH:27]=[CH:26][C:23]=4[C:24]=3[N:25]=2)=[N:14][CH:13]=[N:12]1)([CH3:10])[CH3:9].[CH3:36][O:37][CH2:38][CH2:39]Br.C(=O)([O-])[O-].[K+].[K+]. The product is [CH:8]([N:11]1[C:15]([C:16]2[S:17][C:18]3[CH2:19][CH2:20][O:21][C:22]4[CH:29]=[C:28]([CH:30]5[CH2:35][CH2:34][N:33]([CH2:39][CH2:38][O:37][CH3:36])[CH2:32][CH2:31]5)[CH:27]=[CH:26][C:23]=4[C:24]=3[N:25]=2)=[N:14][CH:13]=[N:12]1)([CH3:10])[CH3:9]. The catalyst is CN(C=O)C.C(Cl)Cl. (6) The reactants are ClC1N=C(Cl)C=CN=1.ClC1N=C(Cl)C(OC)=CN=1.[F:19][C:20]1[CH:25]=[CH:24][C:23]([C:26]2[C:31]([O:32]C)=[CH:30][N:29]=[C:28]([N:34]3[CH2:39][CH2:38][CH:37]([C:40]([O:42][CH2:43][CH3:44])=[O:41])[CH2:36][CH2:35]3)[N:27]=2)=[CH:22][CH:21]=1.B(Br)(Br)Br. The catalyst is ClCCl. The product is [F:19][C:20]1[CH:25]=[CH:24][C:23]([C:26]2[C:31]([OH:32])=[CH:30][N:29]=[C:28]([N:34]3[CH2:39][CH2:38][CH:37]([C:40]([O:42][CH2:43][CH3:44])=[O:41])[CH2:36][CH2:35]3)[N:27]=2)=[CH:22][CH:21]=1. The yield is 0.710. (7) The reactants are [CH:1]([O:4][C:5]1[CH:9]=[C:8]([C:10]([O:12][CH2:13][CH3:14])=[O:11])[NH:7][N:6]=1)([CH3:3])[CH3:2].Cl.Cl[CH2:17][C:18]1[CH:27]=[CH:26][C:25]2[C:20](=[CH:21][CH:22]=[CH:23][CH:24]=2)[N:19]=1.C(=O)([O-])[O-].[K+].[K+].CN(C)C=O. The catalyst is O. The product is [CH:1]([O:4][C:5]1[CH:9]=[C:8]([C:10]([O:12][CH2:13][CH3:14])=[O:11])[N:7]([CH2:17][C:18]2[CH:27]=[CH:26][C:25]3[C:20](=[CH:21][CH:22]=[CH:23][CH:24]=3)[N:19]=2)[N:6]=1)([CH3:3])[CH3:2]. The yield is 0.620.